Task: Predict the reactants needed to synthesize the given product.. Dataset: Full USPTO retrosynthesis dataset with 1.9M reactions from patents (1976-2016) (1) Given the product [O:13]1[C:12]2([CH2:17][CH2:18][NH:9][C@@H:10]([CH2:19][OH:20])[CH2:11]2)[O:16][CH2:15][CH2:14]1, predict the reactants needed to synthesize it. The reactants are: C1([C@@H]([N:9]2[CH2:18][CH2:17][C:12]3([O:16][CH2:15][CH2:14][O:13]3)[CH2:11][C@@H:10]2[CH2:19][OH:20])C)C=CC=CC=1. (2) The reactants are: [C:1]([O:5][C:6](=[O:19])[NH:7][CH2:8][CH2:9][N:10]1[C:14](I)=[C:13]([I:16])[N:12]=[C:11]1[CH2:17][CH3:18])([CH3:4])([CH3:3])[CH3:2]. Given the product [C:1]([O:5][C:6](=[O:19])[NH:7][CH2:8][CH2:9][N:10]1[CH:14]=[C:13]([I:16])[N:12]=[C:11]1[CH2:17][CH3:18])([CH3:4])([CH3:3])[CH3:2], predict the reactants needed to synthesize it.